Predict the product of the given reaction. From a dataset of Forward reaction prediction with 1.9M reactions from USPTO patents (1976-2016). (1) Given the reactants Br[CH:2]1[C:11]2[NH:10][C:9](=O)[CH:8]=[CH:7][C:6]=2[CH2:5][CH2:4][CH2:3]1.O=P(Cl)(Cl)[Cl:15].[N-:18]=[N+:19]=[N-:20].[Na+], predict the reaction product. The product is: [N:18]([CH:2]1[C:11]2[N:10]=[C:9]([Cl:15])[CH:8]=[CH:7][C:6]=2[CH2:5][CH2:4][CH2:3]1)=[N+:19]=[N-:20]. (2) Given the reactants CC1C=CC(S(O[CH2:12][C@@H:13]([C:15]2[CH:20]=[CH:19][C:18]([F:21])=[C:17]([C:22]([F:25])([F:24])[F:23])[CH:16]=2)[OH:14])(=O)=O)=CC=1.[N-:26]=[N+:27]=[N-:28].[Na+], predict the reaction product. The product is: [N:26]([CH2:12][C@@H:13]([C:15]1[CH:20]=[CH:19][C:18]([F:21])=[C:17]([C:22]([F:25])([F:24])[F:23])[CH:16]=1)[OH:14])=[N+:27]=[N-:28]. (3) Given the reactants [CH3:1][Si:2]([CH3:20])([CH3:19])[CH2:3][CH2:4][O:5][CH2:6][O:7][C:8]1[CH:18]=[CH:17][C:11]([C:12]([O:14]CC)=[O:13])=[CH:10][CH:9]=1.[OH-].[K+].Cl, predict the reaction product. The product is: [CH3:1][Si:2]([CH3:20])([CH3:19])[CH2:3][CH2:4][O:5][CH2:6][O:7][C:8]1[CH:18]=[CH:17][C:11]([C:12]([OH:14])=[O:13])=[CH:10][CH:9]=1. (4) Given the reactants [F:1][C:2]1[CH:7]=[CH:6][CH:5]=[CH:4][C:3]=1[OH:8].[F:9][C:10]1[CH:15]=[CH:14][CH:13]=[CH:12][C:11]=1[CH:16](O)[CH2:17][CH2:18][CH2:19][CH2:20][CH2:21][N:22]1[CH2:27][CH2:26][CH:25]([C:28]2[CH:29]=[C:30]([NH:34][C:35](=[O:39])[CH:36]([CH3:38])[CH3:37])[CH:31]=[CH:32][CH:33]=2)[CH2:24][CH2:23]1, predict the reaction product. The product is: [F:1][C:2]1[CH:7]=[CH:6][CH:5]=[CH:4][C:3]=1[O:8][CH:16]([C:11]1[CH:12]=[CH:13][CH:14]=[CH:15][C:10]=1[F:9])[CH2:17][CH2:18][CH2:19][CH2:20][CH2:21][N:22]1[CH2:23][CH2:24][CH:25]([C:28]2[CH:29]=[C:30]([NH:34][C:35](=[O:39])[CH:36]([CH3:38])[CH3:37])[CH:31]=[CH:32][CH:33]=2)[CH2:26][CH2:27]1. (5) The product is: [CH3:1][C:2]1[N:3]=[N:4][C:5]([C:16]#[N:17])=[CH:6][CH:7]=1. Given the reactants [CH3:1][C:2]1[N:3]=[N:4][CH:5]=[CH:6][CH:7]=1.[Al+3].[Cl-].[Cl-].[Cl-].C[Si]([C:16]#[N:17])(C)C.C1(C)C=CC(S(Cl)(=O)=O)=CC=1.C1CCN2C(=NCCC2)CC1, predict the reaction product. (6) Given the reactants O.[CH3:2][N:3]1[C:7]2[CH:8]=[CH:9][C:10]([C:12]([O:14]C)=[O:13])=[CH:11][C:6]=2[N:5]=[CH:4]1.CO.Cl, predict the reaction product. The product is: [CH3:2][N:3]1[C:7]2[CH:8]=[CH:9][C:10]([C:12]([OH:14])=[O:13])=[CH:11][C:6]=2[N:5]=[CH:4]1. (7) Given the reactants [C:1]([C:4]1[CH:9]=[CH:8][CH:7]=[CH:6][N:5]=1)(=[O:3])[CH3:2].[BH4-].[Na+], predict the reaction product. The product is: [N:5]1[CH:6]=[CH:7][CH:8]=[CH:9][C:4]=1[CH:1]([OH:3])[CH3:2].